Dataset: Full USPTO retrosynthesis dataset with 1.9M reactions from patents (1976-2016). Task: Predict the reactants needed to synthesize the given product. (1) Given the product [F:33][C:32]([F:35])([F:34])[S:29]([O:1][C:2]1[CH2:7][CH2:6][N:5]([C:8]([O:10][C:11]([CH3:12])([CH3:13])[CH3:14])=[O:9])[CH2:4][C:3]=1[C:15]([O:17][CH3:18])=[O:16])(=[O:30])=[O:28], predict the reactants needed to synthesize it. The reactants are: [O:1]=[C:2]1[CH2:7][CH2:6][N:5]([C:8]([O:10][C:11]([CH3:14])([CH3:13])[CH3:12])=[O:9])[CH2:4][CH:3]1[C:15]([O:17][CH3:18])=[O:16].CCN(C(C)C)C(C)C.[O:28](S(C(F)(F)F)(=O)=O)[S:29]([C:32]([F:35])([F:34])[F:33])(=O)=[O:30]. (2) Given the product [CH:42]1([N:37]2[C:36](=[O:48])[C:35]([NH:34][C:17]([C:16]3[N:15]=[N:14][N:13]4[C:7]5[CH:6]=[CH:5][C:4]([O:3][C:2]([F:21])([F:22])[F:1])=[CH:20][C:8]=5[CH2:9][CH2:10][CH2:11][C:12]=34)=[O:18])=[C:39]([CH3:40])[N:38]2[CH3:41])[CH2:43][CH2:44][CH2:45][CH2:46][CH2:47]1, predict the reactants needed to synthesize it. The reactants are: [F:1][C:2]([F:22])([F:21])[O:3][C:4]1[CH:5]=[CH:6][C:7]2[N:13]3[N:14]=[N:15][C:16]([C:17](O)=[O:18])=[C:12]3[CH2:11][CH2:10][CH2:9][C:8]=2[CH:20]=1.C(Cl)(=O)C(Cl)=O.CN(C=O)C.[NH2:34][C:35]1[C:36](=[O:48])[N:37]([CH:42]2[CH2:47][CH2:46][CH2:45][CH2:44][CH2:43]2)[N:38]([CH3:41])[C:39]=1[CH3:40].C(N(CC)CC)C. (3) Given the product [N:1]1([C:11]([C:13]2[CH:17]=[C:16]([CH:18]3[CH2:19][CH2:20][N:21]([C:29]([NH2:28])=[O:30])[CH2:22][CH2:23]3)[S:15][CH:14]=2)=[O:12])[C@@H:10]2[C@@H:5]([CH2:6][CH2:7][CH2:8][CH2:9]2)[CH2:4][CH2:3][CH2:2]1, predict the reactants needed to synthesize it. The reactants are: [N:1]1([C:11]([C:13]2[CH:17]=[C:16]([CH:18]3[CH2:23][CH2:22][NH:21][CH2:20][CH2:19]3)[S:15][CH:14]=2)=[O:12])[C@@H:10]2[C@@H:5]([CH2:6][CH2:7][CH2:8][CH2:9]2)[CH2:4][CH2:3][CH2:2]1.C[Si]([N:28]=[C:29]=[O:30])(C)C. (4) The reactants are: [CH3:1][C:2]1[C:7]2[N:8]=[C:9]([CH2:11][CH2:12][CH3:13])[NH:10][C:6]=2[CH:5]=[C:4]([C:14]([OH:16])=[O:15])[CH:3]=1.Cl.[CH3:18]O. Given the product [CH3:18][O:15][C:14]([C:4]1[CH:3]=[C:2]([CH3:1])[C:7]2[N:8]=[C:9]([CH2:11][CH2:12][CH3:13])[NH:10][C:6]=2[CH:5]=1)=[O:16], predict the reactants needed to synthesize it. (5) Given the product [C:17]([NH:2][C@H:3]1[CH2:10][CH2:9][CH2:8][NH:7][C:5](=[O:6])[CH2:4]1)(=[O:35])[CH2:18][CH2:19][CH2:20][CH2:21][CH2:22][CH2:23][CH2:24][CH2:25][CH2:26][CH2:27][CH2:28][CH2:29][CH2:30][CH2:31][CH2:32][CH2:33][CH3:34], predict the reactants needed to synthesize it. The reactants are: Cl.[NH2:2][C@H:3]1[CH2:10][CH2:9][CH2:8][NH:7][C:5](=[O:6])[CH2:4]1.C([O-])([O-])=O.[Na+].[Na+].[C:17](Cl)(=[O:35])[CH2:18][CH2:19][CH2:20][CH2:21][CH2:22][CH2:23][CH2:24][CH2:25][CH2:26][CH2:27][CH2:28][CH2:29][CH2:30][CH2:31][CH2:32][CH2:33][CH3:34]. (6) The reactants are: [CH3:1][C:2]([CH2:6][CH2:7][CH:8]=[C:9]([CH3:16])[CH2:10][CH2:11][CH:12]=[C:13]([CH3:15])[CH3:14])=[CH:3][CH:4]=[O:5].CC(=CC)C.O.O.P([O-])(O)(O)=[O:25].[Na+].Cl([O-])=O.[Na+]. Given the product [CH3:1][C:2]([CH2:6][CH2:7][CH:8]=[C:9]([CH3:16])[CH2:10][CH2:11][CH:12]=[C:13]([CH3:15])[CH3:14])=[CH:3][C:4]([OH:25])=[O:5], predict the reactants needed to synthesize it. (7) Given the product [CH2:18]([O:25][C@@H:26]1[C@@H:32]([O:33][CH2:34][C:35]2[CH:36]=[CH:37][CH:38]=[CH:39][CH:40]=2)[C@H:31]([O:41][CH2:42][C:43]2[CH:48]=[CH:47][CH:46]=[CH:45][CH:44]=2)[C@@H:30]([CH2:49][O:50][CH2:51][C:52]2[CH:53]=[CH:54][CH:55]=[CH:56][CH:57]=2)[S:29][C@:27]1([C:58]1[CH:63]=[C:62]([CH:64]([OH:65])[C:2]2[CH:7]=[CH:6][C:5]([O:8][CH2:9][O:10][CH3:11])=[CH:4][CH:3]=2)[C:61]([CH3:66])=[CH:60][C:59]=1[O:67][CH2:68][C:69]1[CH:70]=[CH:71][CH:72]=[CH:73][CH:74]=1)[OH:28])[C:19]1[CH:24]=[CH:23][CH:22]=[CH:21][CH:20]=1, predict the reactants needed to synthesize it. The reactants are: Br[C:2]1[CH:7]=[CH:6][C:5]([O:8][CH2:9][O:10][CH3:11])=[CH:4][CH:3]=1.CCCCCC.[CH2:18]([O:25][C@@H:26]1[C@@H:32]([O:33][CH2:34][C:35]2[CH:40]=[CH:39][CH:38]=[CH:37][CH:36]=2)[C@H:31]([O:41][CH2:42][C:43]2[CH:48]=[CH:47][CH:46]=[CH:45][CH:44]=2)[C@@H:30]([CH2:49][O:50][CH2:51][C:52]2[CH:57]=[CH:56][CH:55]=[CH:54][CH:53]=2)[S:29][C:27]1([C:58]1[CH:63]=[C:62]([CH:64]=[O:65])[C:61]([CH3:66])=[CH:60][C:59]=1[O:67][CH2:68][C:69]1[CH:74]=[CH:73][CH:72]=[CH:71][CH:70]=1)[OH:28])[C:19]1[CH:24]=[CH:23][CH:22]=[CH:21][CH:20]=1.[Cl-].[NH4+]. (8) Given the product [Cl:29][C:26]1[CH:27]=[N:28][C:23]([N:20]2[CH2:19][CH2:18][CH:17]([C@H:15]3[CH2:16][C@H:14]3[CH2:13][CH2:12][NH:30][C:31]3[CH:32]=[C:33]4[C:37](=[CH:38][CH:39]=3)[C:36](=[O:40])[NH:35][CH2:34]4)[CH2:22][CH2:21]2)=[N:24][CH:25]=1, predict the reactants needed to synthesize it. The reactants are: CC1C=CC(S(O[CH2:12][CH2:13][C@@H:14]2[CH2:16][C@@H:15]2[CH:17]2[CH2:22][CH2:21][N:20]([C:23]3[N:28]=[CH:27][C:26]([Cl:29])=[CH:25][N:24]=3)[CH2:19][CH2:18]2)(=O)=O)=CC=1.[NH2:30][C:31]1[CH:32]=[C:33]2[C:37](=[CH:38][CH:39]=1)[C:36](=[O:40])[NH:35][CH2:34]2. (9) Given the product [CH3:33][O:34][C:35](=[O:43])[CH2:36][CH2:37][CH2:38][C:39]#[C:40][CH2:41][C@@H:46]1[C@@H:47](/[CH:11]=[CH:10]/[CH:9]([O:8][Si:5]([C:1]([CH3:4])([CH3:3])[CH3:2])([CH3:7])[CH3:6])[CH2:13][CH2:14][C:15]2[S:19][C:18]3[CH:20]=[CH:21][CH:22]=[CH:23][C:17]=3[C:16]=2[Cl:24])[C@H:48]([O:8][Si:5]([C:25]([CH3:28])([CH3:27])[CH3:26])([CH3:6])[CH3:1])[C:9]([CH3:13])([CH3:10])[C:50]1=[O:49], predict the reactants needed to synthesize it. The reactants are: [C:1]([Si:5]([O:8][CH:9]([CH2:13][CH2:14][C:15]1[S:19][C:18]2[CH:20]=[CH:21][CH:22]=[CH:23][C:17]=2[C:16]=1[Cl:24])/[CH:10]=[CH:11]/I)([CH3:7])[CH3:6])([CH3:4])([CH3:3])[CH3:2].[C:25]([Li])([CH3:28])([CH3:27])[CH3:26].C[Zn]C.[CH3:33][O:34][C:35](=[O:43])[CH2:36][CH2:37][CH2:38][C:39]#[C:40][CH2:41]I.[Cl-].[NH4+].[CH2:46]1[CH2:50][O:49][CH2:48][CH2:47]1. (10) Given the product [BrH:1].[CH3:10][O:9][C:7](=[O:8])[C:6]1[CH:11]=[CH:12][C:3]([CH2:2][S:22][C:20]2[NH:21][C:17]3[CH:16]=[C:15]([O:14][CH3:13])[CH:24]=[CH:23][C:18]=3[N:19]=2)=[CH:4][CH:5]=1, predict the reactants needed to synthesize it. The reactants are: [Br:1][CH2:2][C:3]1[CH:12]=[CH:11][C:6]([C:7]([O:9][CH3:10])=[O:8])=[CH:5][CH:4]=1.[CH3:13][O:14][C:15]1[CH:24]=[CH:23][C:18]2[N:19]=[C:20]([SH:22])[NH:21][C:17]=2[CH:16]=1.